From a dataset of Catalyst prediction with 721,799 reactions and 888 catalyst types from USPTO. Predict which catalyst facilitates the given reaction. (1) Reactant: CC(OC([NH:8][C@@:9]([CH3:15])([C:12]([OH:14])=O)[CH2:10][OH:11])=O)(C)C.Cl.[CH3:17][CH:18]([O:20][C:21]1[CH:28]=[CH:27][C:26]([C:29]2[O:33][N:32]=[C:31]([C:34]3[C:35]([CH3:44])=[C:36]4[C:41](=[CH:42][CH:43]=3)[CH2:40][NH:39][CH2:38][CH2:37]4)[N:30]=2)=[CH:25][C:22]=1[C:23]#[N:24])[CH3:19].CN(C(ON1N=NC2C=CC=NC1=2)=[N+](C)C)C.F[P-](F)(F)(F)(F)F.CCN(C(C)C)C(C)C.FC(F)(F)C(O)=O. Product: [CH3:19][CH:18]([O:20][C:21]1[CH:28]=[CH:27][C:26]([C:29]2[O:33][N:32]=[C:31]([C:34]3[C:35]([CH3:44])=[C:36]4[C:41](=[CH:42][CH:43]=3)[CH2:40][N:39]([C:12](=[O:14])[C@@:9]([CH3:15])([CH2:10][OH:11])[NH2:8])[CH2:38][CH2:37]4)[N:30]=2)=[CH:25][C:22]=1[C:23]#[N:24])[CH3:17]. The catalyst class is: 3. (2) Reactant: [NH2:1][C:2]1[CH:10]=[CH:9][C:5]([C:6]([OH:8])=O)=[CH:4][CH:3]=1.[N:11]1[CH:16]=[CH:15][CH:14]=[C:13]([CH2:17][NH2:18])[CH:12]=1.OC1C2N=NNC=2C=CC=1.C(N(CC)CC)C.CCN=C=NCCCN(C)C. Product: [NH2:1][C:2]1[CH:3]=[CH:4][C:5]([C:6]([NH:18][CH2:17][C:13]2[CH:12]=[N:11][CH:16]=[CH:15][CH:14]=2)=[O:8])=[CH:9][CH:10]=1. The catalyst class is: 4. (3) Reactant: [CH2:1]([O:3][C:4](=[O:13])[CH2:5][CH:6]=[CH:7][CH2:8][CH2:9][CH2:10][CH2:11][CH3:12])[CH3:2].ClC1C=CC=C(C(OO)=[O:22])C=1. Product: [CH2:1]([O:3][C:4](=[O:13])[CH2:5][CH:6]1[O:22][CH:7]1[CH2:8][CH2:9][CH2:10][CH2:11][CH3:12])[CH3:2]. The catalyst class is: 2. (4) Reactant: [CH:1]([N:14]1[CH2:19][CH2:18][NH:17][CH2:16][CH2:15]1)([C:8]1[CH:13]=[CH:12][CH:11]=[CH:10][CH:9]=1)[C:2]1[CH:7]=[CH:6][CH:5]=[CH:4][CH:3]=1.[F:20][C:21]1[C:27](F)=[CH:26][C:24]([NH2:25])=[C:23]([N+:29]([O-:31])=[O:30])[CH:22]=1.C(=O)([O-])[O-].[K+].[K+]. Product: [CH:1]([N:14]1[CH2:19][CH2:18][N:17]([C:27]2[C:21]([F:20])=[CH:22][C:23]([N+:29]([O-:31])=[O:30])=[C:24]([NH2:25])[CH:26]=2)[CH2:16][CH2:15]1)([C:8]1[CH:13]=[CH:12][CH:11]=[CH:10][CH:9]=1)[C:2]1[CH:7]=[CH:6][CH:5]=[CH:4][CH:3]=1. The catalyst class is: 3. (5) Reactant: Br[C:2]1[NH:3][C:4]([C:8]([O:10][CH2:11][CH3:12])=[O:9])=[C:5]([Br:7])[N:6]=1.[O-]S([O-])=O.[Na+].[Na+]. Product: [Br:7][C:5]1[N:6]=[CH:2][NH:3][C:4]=1[C:8]([O:10][CH2:11][CH3:12])=[O:9]. The catalyst class is: 6. (6) Reactant: Cl[S:2]([C:5]1[CH:6]=[C:7]([CH:12]=[CH:13][C:14]=1[O:15][CH3:16])[C:8]([O:10][CH3:11])=[O:9])(=[O:4])=[O:3].C(N(C(C)C)CC)(C)C.[CH3:26][NH:27][CH:28]1[CH2:33][CH2:32][CH2:31][CH2:30][CH2:29]1. Product: [CH3:11][O:10][C:8](=[O:9])[C:7]1[CH:12]=[CH:13][C:14]([O:15][CH3:16])=[C:5]([S:2](=[O:4])(=[O:3])[N:27]([CH:28]2[CH2:33][CH2:32][CH2:31][CH2:30][CH2:29]2)[CH3:26])[CH:6]=1. The catalyst class is: 2. (7) Reactant: [NH2:1][C:2]1[C:7]([CH:8]=O)=[CH:6][N:5]=[C:4]([N:10]2[CH2:15][CH2:14][O:13][CH2:12][CH2:11]2)[N:3]=1.C[O:17][C:18](=O)[CH2:19][C:20]([NH:22][C:23]1[CH:28]=[C:27]([C:29](=[O:39])[NH:30][CH2:31][C:32]2[CH:37]=[CH:36][CH:35]=[C:34]([F:38])[CH:33]=2)[C:26]([F:40])=[CH:25][C:24]=1[Cl:41])=[O:21].N1CCCCC1. Product: [Cl:41][C:24]1[CH:25]=[C:26]([F:40])[C:27]([C:29](=[O:39])[NH:30][CH2:31][C:32]2[CH:37]=[CH:36][CH:35]=[C:34]([F:38])[CH:33]=2)=[CH:28][C:23]=1[NH:22][C:20]([C:19]1[C:18](=[O:17])[NH:1][C:2]2[N:3]=[C:4]([N:10]3[CH2:15][CH2:14][O:13][CH2:12][CH2:11]3)[N:5]=[CH:6][C:7]=2[CH:8]=1)=[O:21]. The catalyst class is: 5.